Dataset: Reaction yield outcomes from USPTO patents with 853,638 reactions. Task: Predict the reaction yield, written as a fraction of the theoretical maximum amount of product (1.0 means a 100% yield; for example, 0.34 means a 34% yield). (1) The reactants are [CH3:1][N:2]([CH3:16])[CH2:3][C:4]#[C:5][C:6]1[CH:7]=[N:8][C:9]([CH3:15])=[C:10]([N+:12]([O-])=O)[CH:11]=1. The catalyst is CCO.[Ni]. The product is [CH3:16][N:2]([CH3:1])[CH2:3][CH2:4][CH2:5][C:6]1[CH:11]=[C:10]([NH2:12])[C:9]([CH3:15])=[N:8][CH:7]=1. The yield is 0.930. (2) The reactants are C([Li])CCC.Br[C:7]1[CH:15]=[CH:14][C:10]([C:11]([OH:13])=[O:12])=[CH:9][C:8]=1[CH3:16].[CH:17]([S:20]SCCC)([CH3:19])[CH3:18].Cl. The yield is 0.180. The product is [CH:17]([S:20][C:7]1[CH:15]=[CH:14][C:10]([C:11]([OH:13])=[O:12])=[CH:9][C:8]=1[CH3:16])([CH3:19])[CH3:18]. The catalyst is C1COCC1.[OH-].[Na+]. (3) The reactants are [CH:1]1([O:6][C:7]2[CH:12]=[CH:11][C:10]([CH2:13][C:14](Cl)=[N:15][OH:16])=[CH:9][CH:8]=2)[CH2:5][CH2:4][CH2:3][CH2:2]1.[C:18]([C:20]1[C:21]([NH2:27])=[N:22][C:23]([NH2:26])=[CH:24][CH:25]=1)#[CH:19].C(N(CC)CC)C. The catalyst is O1CCCC1. The product is [CH:1]1([O:6][C:7]2[CH:12]=[CH:11][C:10]([CH2:13][C:14]3[CH:19]=[C:18]([C:20]4[C:21]([NH2:27])=[N:22][C:23]([NH2:26])=[CH:24][CH:25]=4)[O:16][N:15]=3)=[CH:9][CH:8]=2)[CH2:5][CH2:4][CH2:3][CH2:2]1. The yield is 0.310. (4) The reactants are [NH2:1][CH2:2][C:3]1[CH:8]=[CH:7][C:6]([C:9]2[N:17]3[C:12]([C:13]([NH2:18])=[N:14][CH:15]=[N:16]3)=[C:11]([C:19]3[CH:20]=[CH:21][C:22]4[C:26]([CH:27]=3)=[N:25][N:24]([CH2:28][C:29]3[CH:34]=[CH:33][CH:32]=[CH:31][CH:30]=3)[CH:23]=4)[CH:10]=2)=[CH:5][CH:4]=1.[C:35]1(=O)[CH2:39][CH2:38][CH2:37][CH2:36]1. No catalyst specified. The product is [CH2:28]([N:24]1[CH:23]=[C:22]2[C:26]([CH:27]=[C:19]([C:11]3[CH:10]=[C:9]([C:6]4[CH:7]=[CH:8][C:3]([CH2:2][NH:1][CH:35]5[CH2:39][CH2:38][CH2:37][CH2:36]5)=[CH:4][CH:5]=4)[N:17]4[C:12]=3[C:13]([NH2:18])=[N:14][CH:15]=[N:16]4)[CH:20]=[CH:21]2)=[N:25]1)[C:29]1[CH:30]=[CH:31][CH:32]=[CH:33][CH:34]=1. The yield is 0.120. (5) The reactants are Cl.[CH2:2]([O:9][C:10]1[CH:16]=[CH:15][C:13]([NH2:14])=[CH:12][CH:11]=1)[C:3]1[CH:8]=[CH:7][CH:6]=[CH:5][CH:4]=1.[F:17][C:18]1[CH:23]=[CH:22][C:21]([NH:24][C:25]([C:27]2([C:30](O)=[O:31])[CH2:29][CH2:28]2)=[O:26])=[CH:20][CH:19]=1.CCN=C=NCCCN(C)C. The catalyst is C(Cl)Cl. The product is [F:17][C:18]1[CH:19]=[CH:20][C:21]([NH:24][C:25]([C:27]2([C:30]([NH:14][C:13]3[CH:12]=[CH:11][C:10]([O:9][CH2:2][C:3]4[CH:4]=[CH:5][CH:6]=[CH:7][CH:8]=4)=[CH:16][CH:15]=3)=[O:31])[CH2:29][CH2:28]2)=[O:26])=[CH:22][CH:23]=1. The yield is 0.950. (6) The yield is 0.680. The catalyst is O. The product is [C:17]([O:6][CH:1]1[CH2:5][CH2:4][CH:3]=[CH:2]1)(=[O:21])[C:18]([CH3:20])=[CH2:19]. The reactants are [CH:1]1([OH:6])[CH2:5][CH2:4][CH:3]=[CH:2]1.C(N(CC)CC)C.ClCCl.[C:17](Cl)(=[O:21])[C:18]([CH3:20])=[CH2:19]. (7) The reactants are [C:1]([OH:10])(=[O:9])/[CH:2]=[CH:3]\[CH:4]=[CH:5]\[C:6]([OH:8])=[O:7].II. The catalyst is C(O)CC. The product is [C:1]([OH:10])(=[O:9])/[CH:2]=[CH:3]/[CH:4]=[CH:5]/[C:6]([OH:8])=[O:7]. The yield is 0.730. (8) The reactants are Br[C:2]1[CH:3]=[C:4]([N:8]([CH2:23][CH:24]([O:29][Si](C(C)(C)C)(C)C)[C:25]([F:28])([F:27])[F:26])[CH2:9][C:10]2[CH:15]=[CH:14][CH:13]=[C:12]([O:16][C:17]([F:22])([F:21])[CH:18]([F:20])[F:19])[CH:11]=2)[CH:5]=[CH:6][CH:7]=1.C(=O)([O-])[O-].[Cs+].[Cs+].[Cl:43][C:44]1[CH:49]=[CH:48][C:47]([OH:50])=[CH:46][C:45]=1[CH2:51][CH3:52].C1(C(O)=O)C2C(=CC=CC=2)C=CC=1. The yield is 0.230. The catalyst is CC(N(C)C)=O.C1(C)C=CC=CC=1. The product is [Cl:43][C:44]1[CH:49]=[CH:48][C:47]([O:50][C:2]2[CH:3]=[C:4]([N:8]([CH2:9][C:10]3[CH:15]=[CH:14][CH:13]=[C:12]([O:16][C:17]([F:22])([F:21])[CH:18]([F:19])[F:20])[CH:11]=3)[CH2:23][CH:24]([OH:29])[C:25]([F:27])([F:26])[F:28])[CH:5]=[CH:6][CH:7]=2)=[CH:46][C:45]=1[CH2:51][CH3:52].